This data is from Full USPTO retrosynthesis dataset with 1.9M reactions from patents (1976-2016). The task is: Predict the reactants needed to synthesize the given product. (1) Given the product [Br:23][C:6]1[C:7]2[NH:8][C:9]([C:12]([F:15])([F:13])[F:14])=[N:10][C:11]=2[C:3]([O:2][CH3:1])=[CH:4][CH:5]=1, predict the reactants needed to synthesize it. The reactants are: [CH3:1][O:2][C:3]1[C:11]2[N:10]=[C:9]([C:12]([F:15])([F:14])[F:13])[NH:8][C:7]=2[CH:6]=[CH:5][CH:4]=1.C1C(=O)N([Br:23])C(=O)C1.C(=O)([O-])O.[Na+]. (2) Given the product [C:22]([O:26][C:27]([N:29]1[CH2:30][CH2:31][N:32]([CH2:35][CH2:36][CH2:37][NH:38][C:15]2[N:14]=[C:13]([C:11]3[S:10][C:9]4[CH:21]=[C:5]([C:3](=[O:4])[NH:2][CH3:1])[CH:6]=[CH:7][C:8]=4[CH:12]=3)[C:18]([CH3:19])=[CH:17][N:16]=2)[CH2:33][CH2:34]1)=[O:28])([CH3:25])([CH3:24])[CH3:23], predict the reactants needed to synthesize it. The reactants are: [CH3:1][NH:2][C:3]([C:5]1[CH:6]=[CH:7][C:8]2[CH:12]=[C:11]([C:13]3[C:18]([CH3:19])=[CH:17][N:16]=[C:15](Cl)[N:14]=3)[S:10][C:9]=2[CH:21]=1)=[O:4].[C:22]([O:26][C:27]([N:29]1[CH2:34][CH2:33][N:32]([CH2:35][CH2:36][CH2:37][NH2:38])[CH2:31][CH2:30]1)=[O:28])([CH3:25])([CH3:24])[CH3:23].C(N(C(C)C)CC)(C)C. (3) Given the product [F:12][C:13]1[CH:14]=[C:15]([CH2:24][CH2:25][CH:26]=[O:27])[CH:16]=[CH:17][C:18]=1[O:19][C:20]([F:22])([F:23])[F:21], predict the reactants needed to synthesize it. The reactants are: C1C=C[NH+]=CC=1.[O-][Cr](Cl)(=O)=O.[F:12][C:13]1[CH:14]=[C:15]([CH2:24][CH2:25][CH2:26][OH:27])[CH:16]=[CH:17][C:18]=1[O:19][C:20]([F:23])([F:22])[F:21].